This data is from CYP1A2 inhibition data for predicting drug metabolism from PubChem BioAssay. The task is: Regression/Classification. Given a drug SMILES string, predict its absorption, distribution, metabolism, or excretion properties. Task type varies by dataset: regression for continuous measurements (e.g., permeability, clearance, half-life) or binary classification for categorical outcomes (e.g., BBB penetration, CYP inhibition). Dataset: cyp1a2_veith. (1) The drug is Cc1nc2cnc(N3CCNCC3)nc2n(CCc2ccccc2)c1=O. The result is 1 (inhibitor). (2) The drug is O=C(O)/C=C\C(=O)Nc1cccc2c1-c1ccccc1C2=O. The result is 1 (inhibitor).